From a dataset of Reaction yield outcomes from USPTO patents with 853,638 reactions. Predict the reaction yield, written as a fraction of the theoretical maximum amount of product (1.0 means a 100% yield; for example, 0.34 means a 34% yield). The yield is 0.430. The reactants are [CH:1]1([C:4]2[C:5]([O:14][CH2:15][CH:16]3[CH2:21][CH2:20][CH2:19][CH2:18][CH:17]3[CH3:22])=[CH:6][C:7]([F:13])=[C:8]([CH:12]=2)[C:9]([OH:11])=O)[CH2:3][CH2:2]1.C(N1C=CN=C1)(N1C=CN=C1)=O.N12CCCN=C1CCCCC2.[CH:46]1([S:49]([NH2:52])(=[O:51])=[O:50])[CH2:48][CH2:47]1.Cl. The product is [CH:1]1([C:4]2[C:5]([O:14][CH2:15][CH:16]3[CH2:21][CH2:20][CH2:19][CH2:18][CH:17]3[CH3:22])=[CH:6][C:7]([F:13])=[C:8]([CH:12]=2)[C:9]([NH:52][S:49]([CH:46]2[CH2:48][CH2:47]2)(=[O:51])=[O:50])=[O:11])[CH2:2][CH2:3]1. The catalyst is O1CCCC1.